This data is from Forward reaction prediction with 1.9M reactions from USPTO patents (1976-2016). The task is: Predict the product of the given reaction. (1) Given the reactants [OH:1][C@:2]1([CH2:9][NH:10][C:11]([C:13]2[C:14]3[CH:15]=[CH:16][C:17](Cl)=[N:18][C:19]=3[CH:20]=[CH:21][C:22]=2[Cl:23])=[O:12])[CH2:7][CH2:6][CH2:5][C@@H:4]([CH3:8])[CH2:3]1.CCN(C(C)C)C(C)C.[OH:34][C:35]([C@H:38]1[CH2:42][CH2:41][NH:40][CH2:39]1)([CH3:37])[CH3:36], predict the reaction product. The product is: [OH:1][C@:2]1([CH2:9][NH:10][C:11]([C:13]2[C:14]3[CH:15]=[CH:16][C:17]([N:40]4[CH2:41][CH2:42][C@H:38]([C:35]([OH:34])([CH3:37])[CH3:36])[CH2:39]4)=[N:18][C:19]=3[CH:20]=[CH:21][C:22]=2[Cl:23])=[O:12])[CH2:7][CH2:6][CH2:5][C@@H:4]([CH3:8])[CH2:3]1. (2) Given the reactants [Br:1][C:2]1[C:7]([C:8]([OH:10])=O)=[C:6]([F:11])[CH:5]=[CH:4][CH:3]=1.CN(C)C=O.[CH2:17]([NH:24][CH2:25][CH2:26][OH:27])[C:18]1[CH:23]=[CH:22][CH:21]=[CH:20][CH:19]=1.C(N(CC)CC)C, predict the reaction product. The product is: [CH2:17]([N:24]([CH2:25][CH2:26][OH:27])[C:8](=[O:10])[C:7]1[C:2]([Br:1])=[CH:3][CH:4]=[CH:5][C:6]=1[F:11])[C:18]1[CH:23]=[CH:22][CH:21]=[CH:20][CH:19]=1. (3) Given the reactants [C:1]([C:4]1[C:12]2[C:7](=[CH:8][C:9]([OH:13])=[CH:10][CH:11]=2)[N:6]([CH2:14][C:15]([O:17]C(C)(C)C)=[O:16])[CH:5]=1)(=[O:3])[CH3:2].C(O)(C(F)(F)F)=O, predict the reaction product. The product is: [C:1]([C:4]1[C:12]2[C:7](=[CH:8][C:9]([OH:13])=[CH:10][CH:11]=2)[N:6]([CH2:14][C:15]([OH:17])=[O:16])[CH:5]=1)(=[O:3])[CH3:2]. (4) Given the reactants [CH3:1][S:2]([C:5]([C:23]([O:25][C:26]([CH3:29])([CH3:28])[CH3:27])=[O:24])([NH2:22])[C:6]1[CH:7]=[C:8]([C:12]2[N:13]([CH3:21])[C:14]3[C:19]([CH:20]=2)=[CH:18][CH:17]=[CH:16][CH:15]=3)[CH:9]=[N:10][CH:11]=1)(=[O:4])=[O:3].ClS([N:34]=[C:35]=O)(=O)=O.CN(C=O)C, predict the reaction product. The product is: [CH3:1][S:2]([C:5]([C:23]([O:25][C:26]([CH3:29])([CH3:28])[CH3:27])=[O:24])([NH2:22])[C:6]1[CH:7]=[C:8]([C:12]2[N:13]([CH3:21])[C:14]3[C:19]([C:20]=2[C:35]#[N:34])=[CH:18][CH:17]=[CH:16][CH:15]=3)[CH:9]=[N:10][CH:11]=1)(=[O:3])=[O:4]. (5) Given the reactants [C:1]1(=[O:8])[NH:7][CH2:6][CH2:5][CH2:4][CH2:3][CH2:2]1.CCN(CC)CC.Cl[Si:17]([CH3:20])([CH3:19])[CH3:18], predict the reaction product. The product is: [CH3:18][Si:17]([CH3:20])([CH3:19])[N:7]1[CH2:6][CH2:5][CH2:4][CH2:3][CH2:2][C:1]1=[O:8]. (6) Given the reactants C[O:2][C:3]1[CH:4]=[C:5]([CH3:12])[C:6]2[O:10][CH:9]=[CH:8][C:7]=2[CH:11]=1.C([O-])([O-])=O.[K+].[K+].[Si](I)(C)(C)C, predict the reaction product. The product is: [CH3:12][C:5]1[C:6]2[O:10][CH:9]=[CH:8][C:7]=2[CH:11]=[C:3]([OH:2])[CH:4]=1.